Task: Predict the product of the given reaction.. Dataset: Forward reaction prediction with 1.9M reactions from USPTO patents (1976-2016) (1) Given the reactants Cl[C:2]1[C:7]([C:8]([O:10][CH3:11])=[O:9])=[C:6]([NH:12][C:13]2[CH:14]=[C:15]([CH3:19])[CH:16]=[CH:17][CH:18]=2)[N:5]=[C:4]([N:20]2[CH2:25][CH2:24][N:23]([CH2:26][CH3:27])[CH2:22][CH2:21]2)[N:3]=1.O.[CH3:29][N:30](C=O)C, predict the reaction product. The product is: [C:29]([C:2]1[C:7]([C:8]([O:10][CH3:11])=[O:9])=[C:6]([NH:12][C:13]2[CH:14]=[C:15]([CH3:19])[CH:16]=[CH:17][CH:18]=2)[N:5]=[C:4]([N:20]2[CH2:25][CH2:24][N:23]([CH2:26][CH3:27])[CH2:22][CH2:21]2)[N:3]=1)#[N:30]. (2) Given the reactants [Cl:1][C:2]1[C:3]([CH:22]=C)=[C:4]([CH:9]=[C:10]([CH2:13][C:14]2[CH:19]=[CH:18][C:17]([O:20][CH3:21])=[CH:16][CH:15]=2)[C:11]=1[CH3:12])[C:5]([O:7][CH3:8])=[O:6].CC(C)=[O:26].C(#N)C.I([O-])(=O)(=O)=O.[Na+], predict the reaction product. The product is: [Cl:1][C:2]1[C:3]([CH:22]=[O:26])=[C:4]([CH:9]=[C:10]([CH2:13][C:14]2[CH:19]=[CH:18][C:17]([O:20][CH3:21])=[CH:16][CH:15]=2)[C:11]=1[CH3:12])[C:5]([O:7][CH3:8])=[O:6]. (3) The product is: [Cl:1][C:2]1[CH:10]=[CH:9][C:8]2[N:7](/[CH:11]=[C:12](/[C:14]3[CH:19]=[CH:18][N:17]=[CH:16][CH:15]=3)\[CH3:13])[C:6]3[CH2:21][CH2:22][N:23]([CH3:25])[CH2:24][C:5]=3[C:4]=2[C:3]=1[Cl:26]. Given the reactants [Cl:1][C:2]1[CH:10]=[CH:9][C:8]2[N:7]([CH2:11][C:12](O)([C:14]3[CH:19]=[CH:18][N:17]=[CH:16][CH:15]=3)[CH3:13])[CH:6]3[CH2:21][CH2:22][N:23]([CH3:25])[CH2:24][CH:5]3[C:4]=2[C:3]=1[Cl:26].[OH-].[K+], predict the reaction product. (4) Given the reactants [NH2:1][C:2]([C:4]1[CH:5]=[C:6](B(O)O)[CH:7]=[CH:8][CH:9]=1)=[O:3].I[C:14]1[CH:19]=[CH:18][C:17]([CH:20]2[O:24][CH2:23][CH2:22][O:21]2)=[C:16]([C:25]([F:28])([F:27])[F:26])[CH:15]=1, predict the reaction product. The product is: [O:21]1[CH2:22][CH2:23][O:24][CH:20]1[C:17]1[CH:18]=[CH:19][C:14]([C:6]2[CH:7]=[CH:8][CH:9]=[C:4]([C:2]([NH2:1])=[O:3])[CH:5]=2)=[CH:15][C:16]=1[C:25]([F:26])([F:27])[F:28]. (5) Given the reactants [ClH:1].Cl.[Cl:3][C:4]1[CH:43]=[CH:42][C:7]2[NH:8][CH2:9][CH2:10][CH2:11][CH:12]([O:13][C:14]([CH:16]([N:36]3[CH2:41][CH2:40][NH:39][CH2:38][CH2:37]3)[C:17](=[O:35])[C:18]3[CH:23]=[CH:22][C:21]([NH:24][C:25](=[O:33])[C:26]4[CH:31]=[CH:30][CH:29]=[CH:28][C:27]=4[CH3:32])=[CH:20][C:19]=3[CH3:34])=[O:15])[C:6]=2[CH:5]=1.C=O.[C:46]([O-])(=O)C.[Na+].[B-]C#N.[Na+].[OH-].[Na+], predict the reaction product. The product is: [ClH:3].[ClH:1].[Cl:3][C:4]1[CH:43]=[CH:42][C:7]2[NH:8][CH2:9][CH2:10][CH2:11][CH:12]([O:13][C:14]([CH:16]([N:36]3[CH2:37][CH2:38][N:39]([CH3:46])[CH2:40][CH2:41]3)[C:17](=[O:35])[C:18]3[CH:23]=[CH:22][C:21]([NH:24][C:25](=[O:33])[C:26]4[CH:31]=[CH:30][CH:29]=[CH:28][C:27]=4[CH3:32])=[CH:20][C:19]=3[CH3:34])=[O:15])[C:6]=2[CH:5]=1. (6) Given the reactants [Br:1][C:2]1[CH:10]=[CH:9][CH:8]=[C:7]2[C:3]=1[CH2:4][CH2:5][C:6]2=[O:11].Br[CH2:13][C:14]([O:16][CH2:17]C)=[O:15], predict the reaction product. The product is: [CH3:17][O:16][C:14](=[O:15])[CH2:13][CH:5]1[CH2:4][C:3]2[C:7](=[CH:8][CH:9]=[CH:10][C:2]=2[Br:1])[C:6]1=[O:11].